Predict the reactants needed to synthesize the given product. From a dataset of Full USPTO retrosynthesis dataset with 1.9M reactions from patents (1976-2016). (1) Given the product [F:1][C:2]1([F:58])[C:6]2[N:7]([CH2:14][C:15]([NH:17][C@H:18]([C:28]3[C:33]([C:34]4[CH:35]=[CH:36][CH:37]=[C:38]5[C:42]=4[N:41]([CH3:43])[N:40]=[C:39]5[NH:44][S:45]([CH3:48])(=[O:46])=[O:47])=[CH:32][CH:31]=[C:30]([C:49]#[C:50][C:51]4([OH:56])[CH2:55][CH2:54][CH2:59][CH2:52]4)[N:29]=3)[CH2:19][C:20]3[CH:21]=[C:22]([F:27])[CH:23]=[C:24]([F:26])[CH:25]=3)=[O:16])[N:8]=[C:9]([C:10]([F:12])([F:13])[F:11])[C:5]=2[C@H:4]2[CH2:57][C@@H:3]12, predict the reactants needed to synthesize it. The reactants are: [F:1][C:2]1([F:58])[C:6]2[N:7]([CH2:14][C:15]([NH:17][C@H:18]([C:28]3[C:33]([C:34]4[CH:35]=[CH:36][CH:37]=[C:38]5[C:42]=4[N:41]([CH3:43])[N:40]=[C:39]5[NH:44][S:45]([CH3:48])(=[O:47])=[O:46])=[CH:32][CH:31]=[C:30]([C:49]#[C:50][C:51]4([OH:56])[CH2:55][CH2:54]O[CH2:52]4)[N:29]=3)[CH2:19][C:20]3[CH:25]=[C:24]([F:26])[CH:23]=[C:22]([F:27])[CH:21]=3)=[O:16])[N:8]=[C:9]([C:10]([F:13])([F:12])[F:11])[C:5]=2[C@H:4]2[CH2:57][C@@H:3]12.[C:59](C1(O)CCCC1)#C. (2) Given the product [F:17][CH:16]([F:18])[O:15][C:12]1[CH:13]=[CH:14][C:9]([NH:8][C:5]2[N:6]=[N:7][C:2]([CH:19]=[CH2:20])=[CH:3][CH:4]=2)=[CH:10][CH:11]=1, predict the reactants needed to synthesize it. The reactants are: Cl[C:2]1[N:7]=[N:6][C:5]([NH:8][C:9]2[CH:14]=[CH:13][C:12]([O:15][CH:16]([F:18])[F:17])=[CH:11][CH:10]=2)=[CH:4][CH:3]=1.[CH:19](B1OC(C)(C)C(C)(C)O1)=[CH2:20].C([O-])([O-])=O.[K+].[K+]. (3) Given the product [F:17][C:18]([F:23])([F:22])[C:19]([OH:21])=[O:20].[F:1][C:2]1[CH:7]=[CH:6][C:5]([C:8]([C:10]2([CH3:16])[CH2:15][CH2:14][NH:13][CH2:12][CH2:11]2)=[O:9])=[CH:4][CH:3]=1, predict the reactants needed to synthesize it. The reactants are: [F:1][C:2]1[CH:7]=[CH:6][C:5]([C:8]([C:10]2([CH3:16])[CH2:15][CH2:14][NH:13][CH2:12][CH2:11]2)=[O:9])=[CH:4][CH:3]=1.[F:17][C:18]([F:23])([F:22])[C:19]([OH:21])=[O:20]. (4) The reactants are: [F:1][C:2]1[N:7]=[C:6]([C:8]([OH:10])=O)[CH:5]=[CH:4][CH:3]=1.F[P-](F)(F)(F)(F)F.N1(OC(N(C)C)=[N+](C)C)C2N=CC=CC=2N=N1.CCN(C(C)C)C(C)C.[NH:44]1[C:52]2[C:47](=[C:48]([C:53]3[CH:54]=[C:55]([NH2:62])[C:56]4[CH:57]=[N:58][NH:59][C:60]=4[CH:61]=3)[CH:49]=[CH:50][CH:51]=2)[CH:46]=[CH:45]1. Given the product [F:1][C:2]1[N:7]=[C:6]([C:8]([NH:62][C:55]2[CH:54]=[C:53]([C:48]3[CH:49]=[CH:50][CH:51]=[C:52]4[C:47]=3[CH:46]=[CH:45][NH:44]4)[CH:61]=[C:60]3[C:56]=2[CH:57]=[N:58][NH:59]3)=[O:10])[CH:5]=[CH:4][CH:3]=1, predict the reactants needed to synthesize it. (5) Given the product [Cl:8][C:6]1[CH:5]=[CH:4][C:3]([OH:9])=[C:2]([N:1]=[CH:22][C:20]2[O:21][C:17]([C:14]3[CH:15]=[CH:16][C:11]([Cl:10])=[CH:12][CH:13]=3)=[CH:18][CH:19]=2)[CH:7]=1, predict the reactants needed to synthesize it. The reactants are: [NH2:1][C:2]1[CH:7]=[C:6]([Cl:8])[CH:5]=[CH:4][C:3]=1[OH:9].[Cl:10][C:11]1[CH:16]=[CH:15][C:14]([C:17]2[O:21][C:20]([CH:22]=O)=[CH:19][CH:18]=2)=[CH:13][CH:12]=1. (6) Given the product [CH3:78][N:52]([CH3:51])[CH2:53][CH2:54][O:55][C:56]1[CH:57]=[CH:58][C:59]([CH2:60][C:61]2[CH:70]=[CH:69][C:68]3[NH:67][C:66]4[CH:71]=[N:72][N:73]([CH3:74])[C:65]=4[C:64](=[O:75])[C:63]=3[CH:62]=2)=[CH:76][CH:77]=1.[ClH:25].[CH3:78][N:52]([CH3:51])[CH2:53][CH2:54][O:55][C:56]1[CH:57]=[CH:58][C:59]([CH2:60][C:61]2[CH:70]=[CH:69][C:68]3[NH:67][C:66]4[CH:71]=[N:72][N:73]([CH3:74])[C:65]=4[C:64](=[O:75])[C:63]=3[CH:62]=2)=[CH:76][CH:77]=1, predict the reactants needed to synthesize it. The reactants are: CN(C)CCOC1C=CC(CC2C=CC3N=C4C=NN(C)C4=C([Cl:25])C=3C=2)=CC=1.C(C1C=CC2N=C3C=NN(C)C3=C(Cl)C=2C=1)C1C=CC=CC=1.[CH3:51][N:52]([CH3:78])[CH2:53][CH2:54][O:55][C:56]1[CH:77]=[CH:76][C:59]([CH2:60][C:61]2[CH:70]=[CH:69][C:68]3[NH:67][C:66]4[CH:71]=[N:72][N:73]([CH3:74])[C:65]=4[C:64](=[O:75])[C:63]=3[CH:62]=2)=[CH:58][CH:57]=1.Cl. (7) Given the product [C:26]([CH:25]([CH3:30])[CH2:24][C:21]1[CH:22]=[CH:23][C:18]([C:14]2[CH:15]=[CH:16][CH:17]=[C:12]([CH2:11][N:2]([CH3:1])[C:3](=[O:4])[C:5]3[CH:10]=[CH:9][CH:8]=[CH:7][CH:6]=3)[CH:13]=2)=[CH:19][CH:20]=1)(=[O:27])[NH2:29], predict the reactants needed to synthesize it. The reactants are: [CH3:1][N:2]([CH2:11][C:12]1[CH:13]=[C:14]([C:18]2[CH:23]=[CH:22][C:21]([CH2:24][CH2:25][C:26](Cl)=[O:27])=[CH:20][CH:19]=2)[CH:15]=[CH:16][CH:17]=1)[C:3]([C:5]1[CH:10]=[CH:9][CH:8]=[CH:7][CH:6]=1)=[O:4].[NH3:29].[CH2:30]1COCC1.